This data is from Catalyst prediction with 721,799 reactions and 888 catalyst types from USPTO. The task is: Predict which catalyst facilitates the given reaction. Reactant: [CH3:1][O:2][C:3](=[O:29])/[CH:4]=[CH:5]/[C:6]1[CH:7]=[CH:8][C:9]2[O:26][C:13]3([CH2:18][CH2:17][N:16]([C:19]([O:21][C:22]([CH3:25])([CH3:24])[CH3:23])=[O:20])[CH2:15][CH2:14]3)[NH:12][C:11](=[O:27])[C:10]=2[CH:28]=1.[H-].[Na+].[CH2:32](Br)[C:33]1[CH:38]=[CH:37][CH:36]=[CH:35][CH:34]=1.[NH4+].[Cl-]. Product: [CH3:1][O:2][C:3](=[O:29])/[CH:4]=[CH:5]/[C:6]1[CH:7]=[CH:8][C:9]2[O:26][C:13]3([CH2:18][CH2:17][N:16]([C:19]([O:21][C:22]([CH3:24])([CH3:25])[CH3:23])=[O:20])[CH2:15][CH2:14]3)[N:12]([CH2:32][C:33]3[CH:38]=[CH:37][CH:36]=[CH:35][CH:34]=3)[C:11](=[O:27])[C:10]=2[CH:28]=1. The catalyst class is: 18.